From a dataset of Forward reaction prediction with 1.9M reactions from USPTO patents (1976-2016). Predict the product of the given reaction. The product is: [CH3:1][C:2]1[CH:3]=[C:4]([C:8]([N+:9]([O-:11])=[O:10])([CH2:16][OH:18])[CH2:14][OH:12])[CH:5]=[CH:6][CH:7]=1. Given the reactants [CH3:1][C:2]1[CH:7]=[CH:6][CH:5]=[C:4]([CH2:8][N+:9]([O-:11])=[O:10])[CH:3]=1.[OH-:12].[Na+].[CH2:14]=O.[CH2:16]([OH:18])C, predict the reaction product.